This data is from Reaction yield outcomes from USPTO patents with 853,638 reactions. The task is: Predict the reaction yield, written as a fraction of the theoretical maximum amount of product (1.0 means a 100% yield; for example, 0.34 means a 34% yield). (1) The reactants are C(CC[N:5]1[C:9]([C:10]2[CH:11]=[C:12]([CH:17]=[CH:18][CH:19]=2)[C:13]([O:15]C)=[O:14])=[N:8][N:7]=[N:6]1)#N.O.[OH-].[Li+]. The catalyst is C1COCC1.O.Cl. The product is [NH:8]1[C:9]([C:10]2[CH:11]=[C:12]([CH:17]=[CH:18][CH:19]=2)[C:13]([OH:15])=[O:14])=[N:5][N:6]=[N:7]1. The yield is 0.580. (2) The reactants are [Cl:1][C:2]1[CH:3]=[C:4]([C:8]2[N:12]=[C:11]([C@H:13]([OH:15])[CH3:14])[O:10][N:9]=2)[CH:5]=[CH:6][CH:7]=1.[CH3:16][N:17]1[C:21](S(C)(=O)=O)=[N:20][N:19]=[C:18]1[C:26]1[CH:31]=[CH:30][N:29]=[CH:28][CH:27]=1.C(=O)([O-])[O-].[Cs+].[Cs+]. The product is [Cl:1][C:2]1[CH:3]=[C:4]([C:8]2[N:12]=[C:11]([CH:13]([O:15][C:21]3[N:17]([CH3:16])[C:18]([C:26]4[CH:31]=[CH:30][N:29]=[CH:28][CH:27]=4)=[N:19][N:20]=3)[CH3:14])[O:10][N:9]=2)[CH:5]=[CH:6][CH:7]=1. The catalyst is O. The yield is 0.830. (3) The reactants are [C:1]([N:5]1[C:9](=[O:10])[C:8]([NH:11][CH2:12][C:13]([OH:15])=[O:14])=[C:7]([C:16]2[CH:21]=[CH:20][CH:19]=[CH:18][CH:17]=2)[S:6]1(=[O:23])=[O:22])([CH3:4])([CH3:3])[CH3:2].[CH3:24][O:25][C:26]1[CH:31]=[CH:30][C:29](O)=[CH:28][CH:27]=1. No catalyst specified. The product is [C:1]([N:5]1[C:9](=[O:10])[C:8]([NH:11][CH2:12][C:13]([O:15][C:29]2[CH:30]=[CH:31][C:26]([O:25][CH3:24])=[CH:27][CH:28]=2)=[O:14])=[C:7]([C:16]2[CH:21]=[CH:20][CH:19]=[CH:18][CH:17]=2)[S:6]1(=[O:23])=[O:22])([CH3:4])([CH3:2])[CH3:3]. The yield is 0.210. (4) The reactants are [OH:1][C:2]1[C:3]([CH3:31])=[C:4]([CH:19]=[CH:20][C:21]=1[C:22](=[O:30])[CH2:23][C:24]1[CH:29]=[CH:28][CH:27]=[CH:26][CH:25]=1)[O:5][CH2:6][CH2:7][CH2:8][CH2:9][O:10][C:11]1[CH:18]=[CH:17][C:14]([C:15]#[N:16])=[CH:13][CH:12]=1.C[Si]([N:36]=[N+:37]=[N-:38])(C)C.C([Sn](=O)CCCC)CCC. The product is [OH:1][C:2]1[C:3]([CH3:31])=[C:4]([O:5][CH2:6][CH2:7][CH2:8][CH2:9][O:10][C:11]2[CH:18]=[CH:17][C:14]([C:15]3[N:36]=[N:37][NH:38][N:16]=3)=[CH:13][CH:12]=2)[CH:19]=[CH:20][C:21]=1[C:22](=[O:30])[CH2:23][C:24]1[CH:25]=[CH:26][CH:27]=[CH:28][CH:29]=1. The catalyst is C1(C)C=CC=CC=1. The yield is 0.580.